Dataset: Catalyst prediction with 721,799 reactions and 888 catalyst types from USPTO. Task: Predict which catalyst facilitates the given reaction. (1) Reactant: CC1C=CC(S(O[CH:12]2[CH2:17][CH2:16][N:15]([C:18]([O:20][C:21]([CH3:24])([CH3:23])[CH3:22])=[O:19])[CH2:14][CH2:13]2)(=O)=O)=CC=1.[I:25][C:26]1[CH:31]=[CH:30][NH:29][C:28](=[O:32])[C:27]=1[CH3:33].C(=O)([O-])[O-].[K+].[K+]. Product: [I:25][C:26]1[CH:31]=[CH:30][N:29]([CH:12]2[CH2:13][CH2:14][N:15]([C:18]([O:20][C:21]([CH3:22])([CH3:23])[CH3:24])=[O:19])[CH2:16][CH2:17]2)[C:28](=[O:32])[C:27]=1[CH3:33]. The catalyst class is: 270. (2) Reactant: [C:1]([O:4][CH2:5][CH2:6][C:7]1[C:8]([NH:26][C:27]2[CH:31]=[C:30]([CH:32]3[CH2:34][CH2:33]3)[NH:29][N:28]=2)=[N:9][C:10]([C:13]2[S:14][C:15]([S:18](=[O:25])(=[O:24])[NH:19]C(C)(C)C)=[CH:16][CH:17]=2)=[N:11][CH:12]=1)(=[O:3])[CH3:2]. Product: [C:1]([O:4][CH2:5][CH2:6][C:7]1[C:8]([NH:26][C:27]2[CH:31]=[C:30]([CH:32]3[CH2:34][CH2:33]3)[NH:29][N:28]=2)=[N:9][C:10]([C:13]2[S:14][C:15]([S:18](=[O:24])(=[O:25])[NH2:19])=[CH:16][CH:17]=2)=[N:11][CH:12]=1)(=[O:3])[CH3:2]. The catalyst class is: 67. (3) Reactant: [H-].[Na+].[C:3]([O:7][C:8]([C:10]1[CH:11]=[C:12]2[C:16](=[CH:17][CH:18]=1)[NH:15][CH:14]=[CH:13]2)=[O:9])([CH3:6])([CH3:5])[CH3:4].[CH2:19]([C:27]1[CH:37]=[CH:36][C:30]([O:31][CH2:32][CH:33]2[CH2:35][O:34]2)=[CH:29][CH:28]=1)[CH2:20][CH2:21][CH2:22][CH2:23][CH2:24][CH2:25][CH3:26].[Na+].[Cl-]. Product: [C:3]([O:7][C:8]([C:10]1[CH:11]=[C:12]2[C:16](=[CH:17][CH:18]=1)[N:15]([CH2:35][CH:33]([OH:34])[CH2:32][O:31][C:30]1[CH:36]=[CH:37][C:27]([CH2:19][CH2:20][CH2:21][CH2:22][CH2:23][CH2:24][CH2:25][CH3:26])=[CH:28][CH:29]=1)[CH:14]=[CH:13]2)=[O:9])([CH3:6])([CH3:4])[CH3:5]. The catalyst class is: 3. (4) Reactant: [H-].[Na+].[CH3:3][NH:4][CH2:5][CH2:6][OH:7].F[C:9]1[CH:18]=[CH:17][CH:16]=[C:15]2[C:10]=1[C:11]([NH:19][C:20]1[CH:21]=[C:22]3[C:26](=[CH:27][CH:28]=1)[N:25]([CH2:29][C:30]1[CH:35]=[CH:34][CH:33]=[CH:32][N:31]=1)[N:24]=[CH:23]3)=[N:12][CH:13]=[N:14]2. Product: [CH3:3][NH:4][CH2:5][CH2:6][O:7][C:9]1[CH:18]=[CH:17][CH:16]=[C:15]2[C:10]=1[C:11]([NH:19][C:20]1[CH:21]=[C:22]3[C:26](=[CH:27][CH:28]=1)[N:25]([CH2:29][C:30]1[CH:35]=[CH:34][CH:33]=[CH:32][N:31]=1)[N:24]=[CH:23]3)=[N:12][CH:13]=[N:14]2. The catalyst class is: 1. (5) Reactant: [OH:1][CH2:2][CH:3]1[C:9](=[O:10])[N:8]([CH2:11][C:12]2[CH:17]=[CH:16][C:15]([O:18][CH3:19])=[CH:14][CH:13]=2)[C:7]2[CH:20]=[CH:21][CH:22]=[CH:23][C:6]=2[CH2:5][CH2:4]1.[CH3:24][S:25](Cl)(=[O:27])=[O:26].CCN(C(C)C)C(C)C. Product: [CH3:19][O:18][C:15]1[CH:14]=[CH:13][C:12]([CH2:11][N:8]2[C:9](=[O:10])[CH:3]([CH2:2][O:1][S:25]([CH3:24])(=[O:27])=[O:26])[CH2:4][CH2:5][C:6]3[CH:23]=[CH:22][CH:21]=[CH:20][C:7]2=3)=[CH:17][CH:16]=1. The catalyst class is: 1.